This data is from Forward reaction prediction with 1.9M reactions from USPTO patents (1976-2016). The task is: Predict the product of the given reaction. (1) Given the reactants Br[C:2]1[CH:7]=[CH:6][C:5]([N:8]2[C:12]([CH2:13][C@@H:14]3[CH2:18][CH2:17][N:16]([C:19]([CH:21]4[CH2:23][CH2:22]4)=[O:20])[CH2:15]3)=[N:11][NH:10][C:9]2=[O:24])=[C:4]([F:25])[CH:3]=1.CC1(C)C(C)(C)OB([C:34]2[CH:35]=[C:36]3[C:40](=[CH:41][CH:42]=2)[NH:39][N:38]=[CH:37]3)O1.C(=O)([O-])[O-].[K+].[K+], predict the reaction product. The product is: [CH:21]1([C:19]([N:16]2[CH2:17][CH2:18][C@@H:14]([CH2:13][C:12]3[N:8]([C:5]4[CH:6]=[CH:7][C:2]([C:34]5[CH:35]=[C:36]6[C:40](=[CH:41][CH:42]=5)[NH:39][N:38]=[CH:37]6)=[CH:3][C:4]=4[F:25])[C:9](=[O:24])[NH:10][N:11]=3)[CH2:15]2)=[O:20])[CH2:23][CH2:22]1. (2) Given the reactants [OH:1][CH:2]1[CH2:7][CH2:6][N:5]([C:8]([O:10]C(C)(C)C)=O)[CH2:4][CH2:3]1.F[C:16]1[CH:23]=[CH:22][C:21]([C:24]2[N:29]=[C:28]([NH:30][C:31]3[CH:36]=[CH:35][C:34]([N:37]4[CH2:42][CH2:41][N:40]([CH:43]5[CH2:46][O:45][CH2:44]5)[CH2:39][CH2:38]4)=[CH:33][CH:32]=3)[N:27]=[CH:26][N:25]=2)=[CH:20][C:17]=1[C:18]#[N:19].[NH:47]1[CH:51]=[CH:50][CH:49]=[C:48]1C(O)=O, predict the reaction product. The product is: [NH:47]1[CH:51]=[CH:50][CH:49]=[C:48]1[C:8]([N:5]1[CH2:4][CH2:3][CH:2]([O:1][C:16]2[CH:23]=[CH:22][C:21]([C:24]3[N:29]=[C:28]([NH:30][C:31]4[CH:36]=[CH:35][C:34]([N:37]5[CH2:42][CH2:41][N:40]([CH:43]6[CH2:46][O:45][CH2:44]6)[CH2:39][CH2:38]5)=[CH:33][CH:32]=4)[N:27]=[CH:26][N:25]=3)=[CH:20][C:17]=2[C:18]#[N:19])[CH2:7][CH2:6]1)=[O:10]. (3) Given the reactants [CH3:1][C:2]1[N:3]=[C:4]([S:8][CH2:9][C:10]2[N:15]=[C:14]([NH2:16])[CH:13]=[C:12]([N:17]3[CH2:22][CH2:21][O:20][CH2:19][CH2:18]3)[CH:11]=2)[O:5][C:6]=1[CH3:7].[CH3:23][C:24]([CH3:26])=O.C[Si]([C:31]#[N:32])(C)C.C(=O)([O-])O.[Na+], predict the reaction product. The product is: [CH3:1][C:2]1[N:3]=[C:4]([S:8][CH2:9][C:10]2[N:15]=[C:14]([NH:16][C:24]([CH3:26])([CH3:23])[C:31]#[N:32])[CH:13]=[C:12]([N:17]3[CH2:18][CH2:19][O:20][CH2:21][CH2:22]3)[CH:11]=2)[O:5][C:6]=1[CH3:7]. (4) Given the reactants [OH:1][C@@H:2]1[CH2:6][N:5]([C:7]2[CH:11]=[CH:10][N:9]([CH3:12])[N:8]=2)[C:4](=[O:13])[CH2:3]1.[H-].[Na+].I[CH3:17], predict the reaction product. The product is: [CH3:17][O:1][C@@H:2]1[CH2:6][N:5]([C:7]2[CH:11]=[CH:10][N:9]([CH3:12])[N:8]=2)[C:4](=[O:13])[CH2:3]1. (5) Given the reactants [CH2:1]([C:4]1[CH:9]=[CH:8][C:7]([Cl:10])=[C:6]([C:11]2[CH:16]=[CH:15][CH:14]=[CH:13][C:12]=2[CH3:17])[C:5]=1[OH:18])[CH:2]=[CH2:3], predict the reaction product. The product is: [Cl:10][C:7]1[CH:8]=[CH:9][C:4]([CH:1]=[CH:2][CH3:3])=[C:5]([OH:18])[C:6]=1[C:11]1[CH:16]=[CH:15][CH:14]=[CH:13][C:12]=1[CH3:17]. (6) Given the reactants [Cl:1][C:2]1[CH:3]=[N:4][CH:5]=[C:6]([Cl:20])[C:7]=1[S:8][C:9]1[S:13][C:12]([C:14](Cl)=[O:15])=[CH:11][C:10]=1[N+:17]([O-:19])=[O:18].[NH2:21][CH2:22][CH2:23][N:24]1[CH2:29][CH2:28][CH2:27][CH2:26][CH2:25]1, predict the reaction product. The product is: [Cl:1][C:2]1[CH:3]=[N:4][CH:5]=[C:6]([Cl:20])[C:7]=1[S:8][C:9]1[S:13][C:12]([C:14]([NH:21][CH2:22][CH2:23][N:24]2[CH2:29][CH2:28][CH2:27][CH2:26][CH2:25]2)=[O:15])=[CH:11][C:10]=1[N+:17]([O-:19])=[O:18].